Dataset: Forward reaction prediction with 1.9M reactions from USPTO patents (1976-2016). Task: Predict the product of the given reaction. (1) Given the reactants [I-].[NH:2]1[C:10]2[C:5](=[CH:6][CH:7]=[CH:8][CH:9]=2)[C:4]([CH2:11][P+](C2C=CC=CC=2)(C2C=CC=CC=2)C2C=CC=CC=2)=[N:3]1.[CH:31]([C:33]1[CH:42]=[CH:41][C:36]([C:37]([O:39][CH3:40])=[O:38])=[CH:35][CH:34]=1)=O.C(=O)([O-])[O-].[K+].[K+].O, predict the reaction product. The product is: [NH:2]1[C:10]2[C:5](=[CH:6][CH:7]=[CH:8][CH:9]=2)[C:4](/[CH:11]=[CH:31]/[C:33]2[CH:42]=[CH:41][C:36]([C:37]([O:39][CH3:40])=[O:38])=[CH:35][CH:34]=2)=[N:3]1. (2) Given the reactants Br[C:2]1[CH:7]=[CH:6][CH:5]=[CH:4][C:3]=1[C:8]1([CH3:13])[O:12][CH2:11][CH2:10][O:9]1.[CH3:14][C:15]1[CH:21]=[CH:20][CH:19]=[C:18]([CH3:22])[C:16]=1[NH2:17].CC([O-])(C)C.[Na+], predict the reaction product. The product is: [CH3:14][C:15]1[CH:21]=[CH:20][CH:19]=[C:18]([CH3:22])[C:16]=1[NH:17][C:2]1[CH:7]=[CH:6][CH:5]=[CH:4][C:3]=1[C:8]1([CH3:13])[O:12][CH2:11][CH2:10][O:9]1. (3) The product is: [OH:10][C:11]1([C:30]2[CH:40]=[CH:39][C:33]([O:34][CH2:35][C:36]([N:45]([CH2:44][CH2:43][O:42][CH3:41])[CH3:46])=[O:37])=[CH:32][CH:31]=2)[CH2:16][CH2:15][N:14]([C:17]2[CH:18]=[CH:19][C:20]3[N:21]([C:23]([C:26]([F:28])([F:27])[F:29])=[N:24][N:25]=3)[N:22]=2)[CH2:13][CH2:12]1. Given the reactants CCN(C(C)C)C(C)C.[OH:10][C:11]1([C:30]2[CH:40]=[CH:39][C:33]([O:34][CH2:35][C:36](O)=[O:37])=[CH:32][CH:31]=2)[CH2:16][CH2:15][N:14]([C:17]2[CH:18]=[CH:19][C:20]3[N:21]([C:23]([C:26]([F:29])([F:28])[F:27])=[N:24][N:25]=3)[N:22]=2)[CH2:13][CH2:12]1.[CH3:41][O:42][CH2:43][CH2:44][NH:45][CH3:46].CN(C(ON1N=NC2C=CC=NC1=2)=[N+](C)C)C.F[P-](F)(F)(F)(F)F, predict the reaction product. (4) Given the reactants C(C1ON=C(C(N[C@H]2CSC3C=CC=CC=3N(C)C2=O)=O)C=1)C1C=CC=CC=1.ClC1C=C(C=CC=1)C(OO)=O.CCOC(C)=O.[CH2:46]([C:53]1[O:57][N:56]=[C:55]([C:58]([NH:60][C@H:61]2[CH2:67][S@:66](=[O:68])[C:65]3[CH:69]=[CH:70][CH:71]=[CH:72][C:64]=3[N:63]([CH3:73])[C:62]2=[O:74])=[O:59])[CH:54]=1)[C:47]1[CH:52]=[CH:51][CH:50]=[CH:49][CH:48]=1, predict the reaction product. The product is: [CH2:46]([C:53]1[O:57][N:56]=[C:55]([C:58]([NH:60][C@H:61]2[CH2:67][S@@:66](=[O:68])[C:65]3[CH:69]=[CH:70][CH:71]=[CH:72][C:64]=3[N:63]([CH3:73])[C:62]2=[O:74])=[O:59])[CH:54]=1)[C:47]1[CH:52]=[CH:51][CH:50]=[CH:49][CH:48]=1. (5) Given the reactants C(N(C1C=C(OC)C=CC=1C1CCC2C(=CC=C(OC)C=2)C1)C(C1C=CC(OCC(O)=O)=CC=1)=O)C.[N:37]1([C:45](=O)[CH2:46][O:47][C:48]2[CH:78]=[CH:77][C:51]([C:52]([N:54]([CH2:75][CH3:76])[C:55]3[CH:60]=[C:59]([O:61][CH3:62])[CH:58]=[CH:57][C:56]=3[CH:63]3[CH2:72][CH2:71][C:70]4[C:65](=[CH:66][CH:67]=[C:68]([O:73][CH3:74])[CH:69]=4)[CH2:64]3)=O)=[CH:50][CH:49]=2)[CH2:44][CH2:43][CH2:42][CH2:41][CH2:40][CH2:39][CH2:38]1, predict the reaction product. The product is: [N:37]1([CH2:45][CH2:46][O:47][C:48]2[CH:49]=[CH:50][C:51]([CH2:52][N:54]([CH2:75][CH3:76])[C:55]3[CH:60]=[C:59]([O:61][CH3:62])[CH:58]=[CH:57][C:56]=3[CH:63]3[CH2:72][CH2:71][C:70]4[C:65](=[CH:66][CH:67]=[C:68]([O:73][CH3:74])[CH:69]=4)[CH2:64]3)=[CH:77][CH:78]=2)[CH2:44][CH2:43][CH2:42][CH2:41][CH2:40][CH2:39][CH2:38]1. (6) Given the reactants [F:1][C:2]([F:28])([F:27])[C:3]1[CH:8]=[CH:7][C:6]([C:9]2[N:14]=[CH:13][N:12]=[C:11]([O:15][C:16]3[CH:25]=[CH:24][CH:23]=[C:22]4[C:17]=3[N:18]=[CH:19][C:20](=[O:26])[NH:21]4)[CH:10]=2)=[CH:5][CH:4]=1.[C:29]([O-])([O-])=O.[K+].[K+].IC, predict the reaction product. The product is: [CH3:29][N:21]1[C:22]2[C:17](=[C:16]([O:15][C:11]3[CH:10]=[C:9]([C:6]4[CH:7]=[CH:8][C:3]([C:2]([F:27])([F:1])[F:28])=[CH:4][CH:5]=4)[N:14]=[CH:13][N:12]=3)[CH:25]=[CH:24][CH:23]=2)[N:18]=[CH:19][C:20]1=[O:26].